This data is from Forward reaction prediction with 1.9M reactions from USPTO patents (1976-2016). The task is: Predict the product of the given reaction. Given the reactants [F:1][C:2]1[CH:33]=[C:32]([F:34])[CH:31]=[CH:30][C:3]=1[O:4][C:5]1[N:10]=[C:9]2[N:11](COCC[Si](C)(C)C)[N:12]=[C:13]([C:14]3[CH:19]=[CH:18][C:17]([OH:20])=[CH:16][C:15]=3[CH3:21])[C:8]2=[CH:7][N:6]=1.[H-].[Na+].C1(C)C=CC(S([O:46][CH2:47][CH:48]2[CH2:52]OC(C)(C)[O:49]2)(=O)=O)=CC=1, predict the reaction product. The product is: [F:1][C:2]1[CH:33]=[C:32]([F:34])[CH:31]=[CH:30][C:3]=1[O:4][C:5]1[N:10]=[C:9]2[NH:11][N:12]=[C:13]([C:14]3[CH:19]=[CH:18][C:17]([O:20][CH2:52][CH:48]([OH:49])[CH2:47][OH:46])=[CH:16][C:15]=3[CH3:21])[C:8]2=[CH:7][N:6]=1.